This data is from Forward reaction prediction with 1.9M reactions from USPTO patents (1976-2016). The task is: Predict the product of the given reaction. (1) Given the reactants [CH3:1][S:2](=[S:5])([O-:4])=[O:3].[Na+].Br[CH2:8][CH2:9][C:10]([OH:12])=[O:11], predict the reaction product. The product is: [CH3:1][S:2]([S:5][CH2:8][CH2:9][C:10]([OH:12])=[O:11])(=[O:4])=[O:3]. (2) Given the reactants [Cl:1][C:2]1[CH:3]=[C:4]2[C:10]([C:11]3[N:16]=[C:15]([NH:17][C@H:18]4[CH2:23][CH2:22][CH2:21][C@@H:20]([NH:24][OH:25])[CH2:19]4)[C:14]([F:26])=[CH:13][N:12]=3)=[CH:9][N:8](S(C3C=CC(C)=CC=3)(=O)=O)[C:5]2=[N:6][CH:7]=1.[O:37]=[C:38]=[N:39][C:40](Cl)=[O:41].C(Cl)Cl.C[O-].[Na+], predict the reaction product. The product is: [Cl:1][C:2]1[CH:3]=[C:4]2[C:10]([C:11]3[N:16]=[C:15]([NH:17][C@H:18]4[CH2:23][CH2:22][CH2:21][C@@H:20]([N:24]5[C:40](=[O:41])[NH:39][C:38](=[O:37])[O:25]5)[CH2:19]4)[C:14]([F:26])=[CH:13][N:12]=3)=[CH:9][NH:8][C:5]2=[N:6][CH:7]=1. (3) The product is: [CH3:1][C:2]1[N:6]([CH:7]2[CH2:13][CH:12]3[N:14]([CH2:15][CH2:16][C:17]4([C:34]5[CH:35]=[CH:36][CH:37]=[CH:38][CH:39]=5)[CH2:22][CH2:21][N:20]([C:23]([C:25]5[CH:33]=[CH:32][CH:31]=[CH:30][C:26]=5[C:27]([O:29][CH3:44])=[O:28])=[O:24])[CH2:19][CH2:18]4)[CH:9]([CH2:10][CH2:11]3)[CH2:8]2)[C:5]2[CH:40]=[CH:41][CH:42]=[CH:43][C:4]=2[N:3]=1. Given the reactants [CH3:1][C:2]1[N:6]([CH:7]2[CH2:13][CH:12]3[N:14]([CH2:15][CH2:16][C:17]4([C:34]5[CH:39]=[CH:38][CH:37]=[CH:36][CH:35]=5)[CH2:22][CH2:21][N:20]([C:23]([C:25]5[CH:33]=[CH:32][CH:31]=[CH:30][C:26]=5[C:27]([OH:29])=[O:28])=[O:24])[CH2:19][CH2:18]4)[CH:9]([CH2:10][CH2:11]3)[CH2:8]2)[C:5]2[CH:40]=[CH:41][CH:42]=[CH:43][C:4]=2[N:3]=1.[CH3:44][Si](C=[N+]=[N-])(C)C, predict the reaction product. (4) Given the reactants O[CH2:2][N:3]1[CH2:7][CH:6]([CH2:8][CH2:9][CH3:10])[CH2:5][C:4]1=[O:11].[Cl:12][C:13]1[CH:14]=[CH:15][C:16]2[N:17]([CH:19]=[C:20]([C:22]3[CH:27]=[CH:26][C:25]([CH3:28])=[CH:24][CH:23]=3)[N:21]=2)[CH:18]=1, predict the reaction product. The product is: [Cl:12][C:13]1[CH:14]=[CH:15][C:16]2[N:17]([C:19]([CH2:2][N:3]3[CH2:7][CH:6]([CH2:8][CH2:9][CH3:10])[CH2:5][C:4]3=[O:11])=[C:20]([C:22]3[CH:27]=[CH:26][C:25]([CH3:28])=[CH:24][CH:23]=3)[N:21]=2)[CH:18]=1. (5) Given the reactants [CH3:1][O:2][C:3]1[CH:11]=[CH:10][C:9]([N:12]2[C:16](=[S:17])[NH:15][N:14]=[CH:13]2)=[CH:8][C:4]=1[C:5]([OH:7])=[O:6].S(Cl)(Cl)=O.[CH3:22]O, predict the reaction product. The product is: [CH3:22][O:6][C:5](=[O:7])[C:4]1[CH:8]=[C:9]([N:12]2[C:16](=[S:17])[NH:15][N:14]=[CH:13]2)[CH:10]=[CH:11][C:3]=1[O:2][CH3:1]. (6) Given the reactants Br[C:2]1[CH:3]=[C:4]([CH:28]=[CH:29][CH:30]=1)[C:5]([NH:7][C@@H:8]([CH2:21][CH:22]1[CH2:27][CH2:26][CH2:25][CH2:24][CH2:23]1)[CH2:9][N:10]([CH3:20])[C:11](=[O:19])[O:12][CH2:13][CH2:14][Si:15]([CH3:18])([CH3:17])[CH3:16])=[O:6].[Cl:31][C:32]1[CH:33]=[C:34]([NH:38][CH2:39][CH2:40][CH2:41][NH:42][C:43](=[O:49])[O:44][C:45]([CH3:48])([CH3:47])[CH3:46])[CH:35]=[CH:36][CH:37]=1.CC1(C)C2C(=C(P(C3C=CC=CC=3)C3C=CC=CC=3)C=CC=2)OC2C(P(C3C=CC=CC=3)C3C=CC=CC=3)=CC=CC1=2.C([O-])([O-])=O.[Cs+].[Cs+], predict the reaction product. The product is: [C:45]([O:44][C:43]([NH:42][CH2:41][CH2:40][CH2:39][N:38]([C:34]1[CH:35]=[CH:36][CH:37]=[C:32]([Cl:31])[CH:33]=1)[C:2]1[CH:3]=[C:4]([CH:28]=[CH:29][CH:30]=1)[C:5]([NH:7][C@@H:8]([CH2:21][CH:22]1[CH2:27][CH2:26][CH2:25][CH2:24][CH2:23]1)[CH2:9][N:10]([CH3:20])[C:11](=[O:19])[O:12][CH2:13][CH2:14][Si:15]([CH3:18])([CH3:17])[CH3:16])=[O:6])=[O:49])([CH3:48])([CH3:46])[CH3:47]. (7) Given the reactants [O:1]1[C@H:3]2[CH:4]=[C:5]3[C@@H:21]([C@@:22]4([CH3:28])[CH2:23][CH2:24][C@H:25]([OH:27])[CH2:26][C:2]124)[CH2:20][CH2:19][C@@:18]1([CH3:29])[C@H:6]3[CH2:7][CH2:8][C@@H:9]1[C@H:10]([CH3:17])[CH2:11][CH2:12][CH2:13][CH:14]([CH3:16])[CH3:15].[NH2:30][CH2:31][CH2:32][CH2:33][CH2:34][NH2:35].C(O)CCC, predict the reaction product. The product is: [OH:1][C@:2]12[CH2:26][C@@H:25]([OH:27])[CH2:24][CH2:23][C@:22]1([CH3:28])[C@@H:21]1[C:5]([C@H:6]3[C@:18]([CH3:29])([CH2:19][CH2:20]1)[C@@H:9]([C@H:10]([CH3:17])[CH2:11][CH2:12][CH2:13][CH:14]([CH3:16])[CH3:15])[CH2:8][CH2:7]3)=[CH:4][C@H:3]2[NH:30][CH2:31][CH2:32][CH2:33][CH2:34][NH2:35]. (8) Given the reactants CO[C:3]([C:5]1[C:6]([OH:34])=[C:7]2[C:12](=[C:13]([C:15]3[CH:20]=[CH:19][N:18]=[CH:17][CH:16]=3)[N:14]=1)[N:11]([CH2:21][CH:22]([CH2:25][CH3:26])[CH2:23][CH3:24])[C:10](=[O:27])[C:9]([C:28]1[CH:33]=[CH:32][CH:31]=[CH:30][CH:29]=1)=[CH:8]2)=[O:4].[NH2:35][CH2:36][CH2:37][C:38]([OH:40])=[O:39].C[O-].[Na+], predict the reaction product. The product is: [CH2:25]([CH:22]([CH2:23][CH3:24])[CH2:21][N:11]1[C:12]2[C:7](=[C:6]([OH:34])[C:5]([C:3]([NH:35][CH2:36][CH2:37][C:38]([OH:40])=[O:39])=[O:4])=[N:14][C:13]=2[C:15]2[CH:20]=[CH:19][N:18]=[CH:17][CH:16]=2)[CH:8]=[C:9]([C:28]2[CH:29]=[CH:30][CH:31]=[CH:32][CH:33]=2)[C:10]1=[O:27])[CH3:26]. (9) Given the reactants [CH3:1][Si]([N-][Si](C)(C)C)(C)C.[Na+:10].[C:11]1([CH3:20])[C:12]([N:17]=[C:18]=[S:19])=[CH:13][CH:14]=[CH:15][CH:16]=1.[C:21](#[N:23])[CH3:22].[CH3:24][CH2:25][OH:26], predict the reaction product. The product is: [C:21]([C:22]1[CH:1]=[CH:24][C:25](=[O:26])[N:17]([C:12]2[CH:13]=[CH:14][CH:15]=[CH:16][C:11]=2[CH3:20])[C:18]=1[S-:19])#[N:23].[Na+:10]. (10) Given the reactants [CH3:1][C:2]1[N:3]=[C:4]([NH:19][C:20](=[O:22])[CH3:21])[S:5][C:6]=1[C:7]1[CH:12]=[CH:11][N:10]=[C:9](N2CCOCC2)[N:8]=1.Cl.[C:24](N)(=N)[CH:25](C)[CH3:26], predict the reaction product. The product is: [CH:25]([C:9]1[N:8]=[C:7]([C:6]2[S:5][C:4]([NH:19][C:20](=[O:22])[CH3:21])=[N:3][C:2]=2[CH3:1])[CH:12]=[CH:11][N:10]=1)([CH3:26])[CH3:24].